From a dataset of Full USPTO retrosynthesis dataset with 1.9M reactions from patents (1976-2016). Predict the reactants needed to synthesize the given product. (1) Given the product [Si:50]([O:49][C@@H:43]1[C@@H:44]([CH:46]2[CH2:48][CH2:47]2)[CH2:45][N:40]([C:39]2[CH:38]=[CH:37][N:36]=[CH:35][C:34]=2[NH:33][C:31]([C:27]2[CH:26]=[CH:25][C:24]3[C:29](=[CH:30][C:21]([C:3]4[C:4]([F:10])=[CH:5][C:6]([O:8][CH3:9])=[CH:7][C:2]=4[F:1])=[CH:22][N:23]=3)[N:28]=2)=[O:32])[CH2:41][C@H:42]1[NH:57][C:58](=[O:64])[O:59][C:60]([CH3:63])([CH3:62])[CH3:61])([C:53]([CH3:54])([CH3:55])[CH3:56])([CH3:52])[CH3:51], predict the reactants needed to synthesize it. The reactants are: [F:1][C:2]1[CH:7]=[C:6]([O:8][CH3:9])[CH:5]=[C:4]([F:10])[C:3]=1B1OC(C)(C)C(C)(C)O1.Br[C:21]1[CH:30]=[C:29]2[C:24]([CH:25]=[CH:26][C:27]([C:31]([NH:33][C:34]3[CH:35]=[N:36][CH:37]=[CH:38][C:39]=3[N:40]3[CH2:45][C@H:44]([CH:46]4[CH2:48][CH2:47]4)[C@@H:43]([O:49][Si:50]([C:53]([CH3:56])([CH3:55])[CH3:54])([CH3:52])[CH3:51])[C@H:42]([NH:57][C:58](=[O:64])[O:59][C:60]([CH3:63])([CH3:62])[CH3:61])[CH2:41]3)=[O:32])=[N:28]2)=[N:23][CH:22]=1.CCN(C(C)C)C(C)C.O1CCOCC1. (2) The reactants are: [CH3:1][O:2][C:3]1[CH:17]=[CH:16][C:6]([CH2:7][N:8]2[CH:12]=[C:11]([C:13](O)=[O:14])[CH:10]=[N:9]2)=[CH:5][CH:4]=1.C(Cl)(=O)C([Cl:21])=O. Given the product [CH3:1][O:2][C:3]1[CH:17]=[CH:16][C:6]([CH2:7][N:8]2[CH:12]=[C:11]([C:13]([Cl:21])=[O:14])[CH:10]=[N:9]2)=[CH:5][CH:4]=1, predict the reactants needed to synthesize it. (3) Given the product [NH2:27][C:25]1[S:26][C:3]([C:11]2[CH:16]=[CH:15][N:14]=[CH:13][CH:12]=2)=[C:4]([C:6]2[O:7][CH:8]=[CH:9][CH:10]=2)[N:24]=1, predict the reactants needed to synthesize it. The reactants are: Br.Br[CH:3]([C:11]1[CH:16]=[CH:15][N:14]=[CH:13][CH:12]=1)[C:4]([C:6]1[O:7][CH:8]=[CH:9][CH:10]=1)=O.C(N(CC)CC)C.[NH2:24][C:25]([NH2:27])=[S:26].C(=O)([O-])O.[Na+]. (4) The reactants are: Cl.[NH2:2][C@H:3]1[CH2:8][CH2:7][C@H:6]([NH:9][C:10]([C:12]2[C:16]3[N:17]=[CH:18][N:19]=[C:20]([C:21]4[C:29]5[O:28][CH2:27][O:26][C:25]=5[CH:24]=[CH:23][C:22]=4[O:30][CH2:31][CH:32]4[CH2:34][CH2:33]4)[C:15]=3[NH:14][C:13]=2[CH3:35])=[O:11])[CH2:5][CH2:4]1.C([O:39][C@@H:40]([CH3:44])[C:41](Cl)=[O:42])(=O)C. Given the product [CH:32]1([CH2:31][O:30][C:22]2[CH:23]=[CH:24][C:25]3[O:26][CH2:27][O:28][C:29]=3[C:21]=2[C:20]2[C:15]3[NH:14][C:13]([CH3:35])=[C:12]([C:10]([NH:9][C@H:6]4[CH2:7][CH2:8][C@H:3]([NH:2][C:41](=[O:42])[C@@H:40]([OH:39])[CH3:44])[CH2:4][CH2:5]4)=[O:11])[C:16]=3[N:17]=[CH:18][N:19]=2)[CH2:34][CH2:33]1, predict the reactants needed to synthesize it. (5) Given the product [F:31][CH:29]([F:30])[C:21]1[N:20]([C:18]2[CH:17]=[C:16]([N:32]3[CH2:37][CH2:36][O:35][CH2:34][CH2:33]3)[N:15]=[C:14]([NH:13][CH2:12][C@H:9]3[CH2:8][CH2:7][C@H:6]([NH:5][CH2:4][C:3]([OH:38])([CH2:39][CH3:40])[CH2:44][CH3:45])[CH2:11][CH2:10]3)[N:19]=2)[C:24]2[CH:25]=[CH:26][CH:27]=[CH:28][C:23]=2[N:22]=1, predict the reactants needed to synthesize it. The reactants are: CO[C:3](=[O:38])[CH2:4][NH:5][C@H:6]1[CH2:11][CH2:10][C@H:9]([CH2:12][NH:13][C:14]2[N:19]=[C:18]([N:20]3[C:24]4[CH:25]=[CH:26][CH:27]=[CH:28][C:23]=4[N:22]=[C:21]3[CH:29]([F:31])[F:30])[CH:17]=[C:16]([N:32]3[CH2:37][CH2:36][O:35][CH2:34][CH2:33]3)[N:15]=2)[CH2:8][CH2:7]1.[CH2:39]([Mg]Br)[CH3:40].O1CC[CH2:45][CH2:44]1. (6) Given the product [NH2:1][C:2]1[S:3][C:4]([C:17]2[CH:22]=[CH:21][CH:20]=[C:19]([F:23])[CH:18]=2)=[C:5]([C:7]([N:9]2[C@H:14]([CH2:15][NH:16][C:33]([C:32]3[C:27]4[O:26][CH2:25][O:24][C:28]=4[CH:29]=[CH:30][CH:31]=3)=[O:34])[CH2:13][C@H:12]3[C@@H:10]2[CH2:11]3)=[O:8])[N:6]=1, predict the reactants needed to synthesize it. The reactants are: [NH2:1][C:2]1[S:3][C:4]([C:17]2[CH:22]=[CH:21][CH:20]=[C:19]([F:23])[CH:18]=2)=[C:5]([C:7]([N:9]2[C@H:14]([CH2:15][NH2:16])[CH2:13][C@H:12]3[C@@H:10]2[CH2:11]3)=[O:8])[N:6]=1.[O:24]1[C:28]2[CH:29]=[CH:30][CH:31]=[C:32]([C:33](O)=[O:34])[C:27]=2[O:26][CH2:25]1. (7) Given the product [CH2:8]([N:15]1[CH2:19][C@@H:18]([C:20]2[CH:25]=[CH:24][C:23]([Cl:26])=[C:22]([Cl:27])[CH:21]=2)[C@H:17]([NH:28][C:5](=[O:7])[CH3:6])[CH2:16]1)[C:9]1[CH:10]=[CH:11][CH:12]=[CH:13][CH:14]=1, predict the reactants needed to synthesize it. The reactants are: C(O[C:5](=[O:7])[CH3:6])(=O)C.[CH2:8]([N:15]1[CH2:19][CH:18]([C:20]2[CH:25]=[CH:24][C:23]([Cl:26])=[C:22]([Cl:27])[CH:21]=2)[CH:17]([NH2:28])[CH2:16]1)[C:9]1[CH:14]=[CH:13][CH:12]=[CH:11][CH:10]=1.